From a dataset of Catalyst prediction with 721,799 reactions and 888 catalyst types from USPTO. Predict which catalyst facilitates the given reaction. (1) Reactant: [CH3:1][O:2][C:3]1[CH:8]=[CH:7][CH:6]=[C:5]([NH2:9])[CH:4]=1.[C:10](OC(=O)C)(=[O:12])[CH3:11]. Product: [CH3:1][O:2][C:3]1[CH:4]=[C:5]([NH:9][C:10](=[O:12])[CH3:11])[CH:6]=[CH:7][CH:8]=1. The catalyst class is: 15. (2) Reactant: Cl[C:2]1[N:3]=[N+:4]([O-:12])[C:5]2[CH:11]=[CH:10][CH:9]=[CH:8][C:6]=2[N:7]=1.CC1(C)C(C)(C)OB([C:21]2[CH:22]=[N:23][NH:24][CH:25]=2)O1.O. Product: [NH:23]1[CH:22]=[C:21]([C:2]2[N:3]=[N+:4]([O-:12])[C:5]3[CH:11]=[CH:10][CH:9]=[CH:8][C:6]=3[N:7]=2)[CH:25]=[N:24]1. The catalyst class is: 104. (3) Reactant: [F:1][C:2]1[CH:7]=[CH:6][CH:5]=[C:4]([F:8])[C:3]=1[N:9]1[C:14]([CH3:15])=[CH:13][C:12]([OH:16])=[CH:11][C:10]1=[O:17].C1(P(C2C=CC=CC=2)C2C=CC=CC=2)C=CC=CC=1.N(C(OCC)=O)=NC(OCC)=O.O[CH2:50][C:51]1[CH:56]=[CH:55][C:54]([F:57])=[CH:53][C:52]=1[CH2:58][OH:59]. Product: [F:1][C:2]1[CH:7]=[CH:6][CH:5]=[C:4]([F:8])[C:3]=1[N:9]1[C:14]([CH3:15])=[CH:13][C:12]([O:16][CH2:50][C:51]2[CH:56]=[CH:55][C:54]([F:57])=[CH:53][C:52]=2[CH2:58][OH:59])=[CH:11][C:10]1=[O:17]. The catalyst class is: 35. (4) The catalyst class is: 4. Product: [O:11]=[C:4]1[C:5]2[C:10](=[CH:9][CH:8]=[CH:7][CH:6]=2)[C:2](=[O:1])[N:3]1[CH2:12][CH2:13][C:14]1[N:18]([CH2:19][CH2:20][CH3:21])[N:17]=[C:16]([C:22]#[N:24])[CH:15]=1. Reactant: [O:1]=[C:2]1[C:10]2[C:5](=[CH:6][CH:7]=[CH:8][CH:9]=2)[C:4](=[O:11])[N:3]1[CH2:12][CH2:13][C:14]1[N:18]([CH2:19][CH2:20][CH3:21])[N:17]=[C:16]([C:22]([NH2:24])=O)[CH:15]=1.N1C=CC=CC=1.FC(F)(F)C(OC(=O)C(F)(F)F)=O.C(=O)(O)[O-].[Na+]. (5) Reactant: Br[C:2]1[CH:11]=[C:10]2[C:5]([N:6]=[CH:7][C:8]([N:12]3[CH2:17][CH2:16][N:15]([C:18]([O:20][C:21]([CH3:24])([CH3:23])[CH3:22])=[O:19])[CH2:14][C:13]3=[O:25])=[N:9]2)=[CH:4][CH:3]=1.CC1(C)C(C)(C)OB([C:34]2[CH:35]=[C:36]([NH:40][S:41]([C:44]3[CH:49]=[CH:48][CH:47]=[CH:46][CH:45]=3)(=[O:43])=[O:42])[CH:37]=[N:38][CH:39]=2)O1.C(=O)(O)[O-].[Na+]. Product: [O:25]=[C:13]1[N:12]([C:8]2[CH:7]=[N:6][C:5]3[C:10](=[CH:11][C:2]([C:34]4[CH:39]=[N:38][CH:37]=[C:36]([NH:40][S:41]([C:44]5[CH:45]=[CH:46][CH:47]=[CH:48][CH:49]=5)(=[O:43])=[O:42])[CH:35]=4)=[CH:3][CH:4]=3)[N:9]=2)[CH2:17][CH2:16][N:15]([C:18]([O:20][C:21]([CH3:24])([CH3:23])[CH3:22])=[O:19])[CH2:14]1. The catalyst class is: 12. (6) Reactant: CN1CCOCC1.ON1C2C=CC=CC=2N=N1.CCN=C=NCCCN(C)C.Cl.[NH2:30][CH2:31][C:32]1[CH:37]=[CH:36][N:35]=[CH:34][CH:33]=1.Cl.[Cl:39][C:40]1[CH:41]=[C:42]([NH:46][C:47]2[CH:55]=[CH:54][C:50]([C:51](O)=[O:52])=[C:49]([C:56]([F:59])([F:58])[F:57])[N:48]=2)[CH:43]=[CH:44][CH:45]=1. Product: [Cl:39][C:40]1[CH:41]=[C:42]([NH:46][C:47]2[CH:55]=[CH:54][C:50]([C:51]([NH:30][CH2:31][C:32]3[CH:37]=[CH:36][N:35]=[CH:34][CH:33]=3)=[O:52])=[C:49]([C:56]([F:58])([F:57])[F:59])[N:48]=2)[CH:43]=[CH:44][CH:45]=1. The catalyst class is: 3. (7) Reactant: [CH3:1][S:2]([O-:4])=[O:3].[Na+].Cl[CH:7]([CH3:13])[C:8]([O:10][CH2:11][CH3:12])=[O:9]. Product: [CH3:1][S:2]([CH:7]([CH3:13])[C:8]([O:10][CH2:11][CH3:12])=[O:9])(=[O:4])=[O:3]. The catalyst class is: 14. (8) The catalyst class is: 266. Product: [CH3:1][C:2]1[CH:3]=[CH:4][C:5]2[O:10][C:9](=[O:11])[N:8]([CH2:25][C:21]3[CH:22]=[CH:23][CH:24]=[C:19]([C:16]4[N:15]=[CH:14][C:13]([CH3:12])=[CH:18][N:17]=4)[CH:20]=3)[C:6]=2[CH:27]=1. Reactant: [CH3:1][C:2]1N=[C:6]2[NH:8][C:9](=[O:11])[O:10][C:5]2=[CH:4][CH:3]=1.[CH3:12][C:13]1[CH:14]=[N:15][C:16]([C:19]2[CH:20]=[C:21]([CH2:25]O)[CH:22]=[CH:23][CH:24]=2)=[N:17][CH:18]=1.[C:27]1(P(C2C=CC=CC=2)C2C=CC=CC=2)C=CC=CC=1.N(C(OC(C)C)=O)=NC(OC(C)C)=O. (9) Reactant: [CH3:1][C:2]1[C:10]2[N:9]=[C:8]([CH2:11][CH2:12][CH3:13])[N:7]([CH2:14][C:15]3[CH:32]=[CH:31][C:18]4/[C:19](=[CH:28]/[C:29]#[N:30])/[C:20]5[CH:27]=[CH:26][CH:25]=[CH:24][C:21]=5[CH2:22][CH2:23][C:17]=4[CH:16]=3)[C:6]=2[CH:5]=[C:4]([C:33]([NH:35][NH2:36])=[O:34])[CH:3]=1.[CH:37](OCC)(OCC)OCC.O.N. Product: [CH3:1][C:2]1[C:10]2[N:9]=[C:8]([CH2:11][CH2:12][CH3:13])[N:7]([CH2:14][C:15]3[CH:32]=[CH:31][C:18]4/[C:19](=[CH:28]/[C:29]#[N:30])/[C:20]5[CH:27]=[CH:26][CH:25]=[CH:24][C:21]=5[CH2:22][CH2:23][C:17]=4[CH:16]=3)[C:6]=2[CH:5]=[C:4]([C:33]2[O:34][CH:37]=[N:36][N:35]=2)[CH:3]=1. The catalyst class is: 15. (10) Reactant: N[C:2]1[CH:11]=[C:10]2[C:5]([C:6](=[O:12])[NH:7][CH:8]=[N:9]2)=[CH:4][CH:3]=1.N([O-])=O.[Na+].[I-:17].[K+]. Product: [I:17][C:2]1[CH:11]=[C:10]2[C:5]([C:6](=[O:12])[NH:7][CH:8]=[N:9]2)=[CH:4][CH:3]=1. The catalyst class is: 126.